Predict the reaction yield, written as a fraction of the theoretical maximum amount of product (1.0 means a 100% yield; for example, 0.34 means a 34% yield). From a dataset of Reaction yield outcomes from USPTO patents with 853,638 reactions. (1) The reactants are [C:1](O)(C(F)(F)F)=[O:2].[CH2:8]([N:10]([CH2:36][CH3:37])[C:11]([C:13]1[CH:14]=[CH:15][C:16]2[N:17]([CH:27]3[CH2:33][CH:32]4[N:34](C)[CH:29]([CH2:30][CH2:31]4)[CH2:28]3)[C:18]3[C:23]([O:24][C:25]=2[CH:26]=1)=[CH:22][CH:21]=[CH:20][CH:19]=3)=[O:12])[CH3:9].ClC(OC(Cl)C)=O. The catalyst is C(Cl)Cl. The product is [CH2:8]([N:10]([CH2:36][CH3:37])[C:11]([C:13]1[CH:14]=[CH:15][C:16]2[N:17]([CH:27]3[CH2:33][CH:32]4[NH:34][CH:29]([CH2:30][CH2:31]4)[CH2:28]3)[C:18]3[C:23]([O:24][C:25]=2[CH:26]=1)=[C:22]([O:2][CH3:1])[CH:21]=[CH:20][CH:19]=3)=[O:12])[CH3:9]. The yield is 0.448. (2) The reactants are [OH-].[Na+:2].[Br:3][C:4]1[N:5]([C:14]2[C:23]3[C:18](=[CH:19][CH:20]=[CH:21][CH:22]=3)[C:17]([CH:24]3[CH2:26][CH2:25]3)=[CH:16][CH:15]=2)[C:6]([S:9][CH2:10][C:11]([OH:13])=[O:12])=[N:7][N:8]=1. The catalyst is C(O)C. The product is [Br:3][C:4]1[N:5]([C:14]2[C:23]3[C:18](=[CH:19][CH:20]=[CH:21][CH:22]=3)[C:17]([CH:24]3[CH2:26][CH2:25]3)=[CH:16][CH:15]=2)[C:6]([S:9][CH2:10][C:11]([O-:13])=[O:12])=[N:7][N:8]=1.[Na+:2]. The yield is 1.00. (3) The reactants are [N:1]([CH2:4][C@H:5]1[CH2:14][CH2:13][C:12]2[C:7](=[C:8]([C:16]3[CH:21]=[CH:20][CH:19]=[CH:18][C:17]=3[Cl:22])[C:9]([F:15])=[CH:10][CH:11]=2)[O:6]1)=[N+]=[N-].C1(P(C2C=CC=CC=2)C2C=CC=CC=2)C=CC=CC=1. The catalyst is C1COCC1.O. The product is [ClH:22].[Cl:22][C:17]1[CH:18]=[CH:19][CH:20]=[CH:21][C:16]=1[C:8]1[C:9]([F:15])=[CH:10][CH:11]=[C:12]2[C:7]=1[O:6][C@@H:5]([CH2:4][NH2:1])[CH2:14][CH2:13]2. The yield is 0.700. (4) The reactants are [CH3:1][N:2]([CH:10]1[CH2:15][CH2:14][N:13]([CH3:16])[CH2:12][CH2:11]1)[C:3]1[CH:8]=[CH:7][CH:6]=[C:5]([NH2:9])[N:4]=1.[O:17]1[CH:21]=[CH:20][CH:19]=[C:18]1[C:22]([Cl:24])=[O:23]. The catalyst is N1C=CC=CC=1. The product is [ClH:24].[CH3:1][N:2]([CH:10]1[CH2:15][CH2:14][N:13]([CH3:16])[CH2:12][CH2:11]1)[C:3]1[N:4]=[C:5]([NH:9][C:22]([C:18]2[O:17][CH:21]=[CH:20][CH:19]=2)=[O:23])[CH:6]=[CH:7][CH:8]=1. The yield is 0.870. (5) The reactants are C(N[C:6]([C:8]1[S:12][C:11]2[CH2:13][C:14]([CH3:17])([CH3:16])[CH2:15][C:10]=2[C:9]=1[CH:18]=[N:19][NH2:20])=[O:7])(C)(C)C. The catalyst is OS(O)(=O)=O. The product is [CH3:17][C:14]1([CH3:16])[CH2:13][C:11]2[S:12][C:8]3[C:6](=[O:7])[NH:20][N:19]=[CH:18][C:9]=3[C:10]=2[CH2:15]1. The yield is 0.600. (6) The reactants are [N+:1]([C:4]1[CH:12]=[C:11]2[C:7]([CH:8]=[CH:9][NH:10]2)=[CH:6][CH:5]=1)([O-:3])=[O:2].[C:13]([O-])([O-])=O.[K+].[K+].CI.O. The catalyst is CN(C=O)C. The product is [CH3:13][N:10]1[C:11]2[C:7](=[CH:6][CH:5]=[C:4]([N+:1]([O-:3])=[O:2])[CH:12]=2)[CH:8]=[CH:9]1. The yield is 0.980. (7) The reactants are [CH3:1][N:2]1[C:7]2[CH:8]=[CH:9][CH:10]=[CH:11][C:6]=2[O:5][CH:4]([CH2:12][OH:13])[CH2:3]1.C(N(CC)CC)C.[CH3:21][S:22](Cl)(=[O:24])=[O:23].O. The catalyst is ClCCl. The product is [CH3:21][S:22]([O:13][CH2:12][CH:4]1[CH2:3][N:2]([CH3:1])[C:7]2[CH:8]=[CH:9][CH:10]=[CH:11][C:6]=2[O:5]1)(=[O:24])=[O:23]. The yield is 0.430. (8) The catalyst is CN(C)C=O. The product is [Br:14][C:15]1[CH:20]=[CH:19][C:18]([S:21][C:10]2[C:9]3[C:8](=[O:11])[CH2:7][C:6]([CH3:13])([CH3:12])[CH2:5][C:4]=3[NH:3][C:2]=2[CH3:1])=[CH:17][CH:16]=1. The reactants are [CH3:1][C:2]1[NH:3][C:4]2[CH2:5][C:6]([CH3:13])([CH3:12])[CH2:7][C:8](=[O:11])[C:9]=2[CH:10]=1.[Br:14][C:15]1[CH:20]=[CH:19][C:18]([SH:21])=[CH:17][CH:16]=1.II. The yield is 0.655. (9) The reactants are [Cl:1][C:2]1[C:9]([C:10]#[C:11][Si](C)(C)C)=[C:8](F)[CH:7]=[CH:6][C:3]=1[C:4]#[N:5].[NH2:17][C@H:18]([CH3:26])[C@:19]([CH3:25])([OH:24])[C:20]([F:23])([F:22])[F:21].CCN(C(C)C)C(C)C.NC1C=CC=CC=1. The catalyst is CS(C)=O.O. The product is [Cl:1][C:2]1[C:3]([C:4]#[N:5])=[CH:6][CH:7]=[C:8]2[C:9]=1[CH:10]=[CH:11][N:17]2[C@@H:18]([C@@:19]([OH:24])([CH3:25])[C:20]([F:23])([F:22])[F:21])[CH3:26]. The yield is 0.780.